This data is from Full USPTO retrosynthesis dataset with 1.9M reactions from patents (1976-2016). The task is: Predict the reactants needed to synthesize the given product. (1) Given the product [CH3:1][O:2][C:3]1[CH:4]=[C:5]([CH:21]=[CH:22][C:23]=1[O:24][CH3:25])[CH2:6][C@H:7]1[C:16]2[C:11](=[CH:12][C:13]([O:19][CH3:20])=[C:14]([O:17][CH3:18])[CH:15]=2)[CH2:10][CH2:9][N:8]1[CH2:27][C:28]([NH:31][C@@H:32]1[C:40]2[C:35](=[CH:36][CH:37]=[CH:38][CH:39]=2)[CH2:34][CH2:33]1)=[O:29], predict the reactants needed to synthesize it. The reactants are: [CH3:1][O:2][C:3]1[CH:4]=[C:5]([CH:21]=[CH:22][C:23]=1[O:24][CH3:25])[CH2:6][C@H:7]1[C:16]2[C:11](=[CH:12][C:13]([O:19][CH3:20])=[C:14]([O:17][CH3:18])[CH:15]=2)[CH2:10][CH2:9][NH:8]1.Br[CH2:27][C:28](Br)=[O:29].[NH2:31][C@@H:32]1[C:40]2[C:35](=[CH:36][CH:37]=[CH:38][CH:39]=2)[CH2:34][CH2:33]1. (2) Given the product [C:1]([O:5][C:6]([NH:8][C:9]1[O:17][C:16]2[C:11](=[N:12][CH:13]=[C:14]([CH2:18][N:51]3[CH2:52][CH2:53][C@H:49]([F:48])[CH2:50]3)[CH:15]=2)[C:10]=1[C:20]([NH:22][C:23]1[CH:24]=[N:25][CH:26]=[CH:27][C:28]=1[N:29]1[CH2:34][C@H:33]([C:35]([F:36])([F:38])[F:37])[CH2:32][C@H:31]([NH:39][C:40](=[O:46])[O:41][C:42]([CH3:44])([CH3:45])[CH3:43])[CH2:30]1)=[O:21])=[O:7])([CH3:3])([CH3:4])[CH3:2], predict the reactants needed to synthesize it. The reactants are: [C:1]([O:5][C:6]([NH:8][C:9]1[O:17][C:16]2[C:11](=[N:12][CH:13]=[C:14]([CH:18]=O)[CH:15]=2)[C:10]=1[C:20]([NH:22][C:23]1[CH:24]=[N:25][CH:26]=[CH:27][C:28]=1[N:29]1[CH2:34][C@H:33]([C:35]([F:38])([F:37])[F:36])[CH2:32][C@H:31]([NH:39][C:40](=[O:46])[O:41][C:42]([CH3:45])([CH3:44])[CH3:43])[CH2:30]1)=[O:21])=[O:7])([CH3:4])([CH3:3])[CH3:2].Cl.[F:48][C@H:49]1[CH2:53][CH2:52][NH:51][CH2:50]1.CCN(C(C)C)C(C)C.C(O[BH-](OC(=O)C)OC(=O)C)(=O)C.[Na+]. (3) Given the product [CH3:23][C:13]1[S:14][C:15]([C:16]2[CH:17]=[C:18]([CH3:22])[CH:19]=[CH:20][CH:21]=2)=[C:11]([C:9]([N:8]2[CH2:7][C@H:6]3[C@H:4]([CH2:5]3)[C@H:3]2[CH2:2][NH:1][C:34]([C:29]2[C:28]3[CH2:27][CH2:26][CH2:25][O:24][C:33]=3[CH:32]=[CH:31][CH:30]=2)=[O:35])=[O:10])[N:12]=1, predict the reactants needed to synthesize it. The reactants are: [NH2:1][CH2:2][C@H:3]1[N:8]([C:9]([C:11]2[N:12]=[C:13]([CH3:23])[S:14][C:15]=2[C:16]2[CH:17]=[C:18]([CH3:22])[CH:19]=[CH:20][CH:21]=2)=[O:10])[CH2:7][C@H:6]2[C@@H:4]1[CH2:5]2.[O:24]1[C:33]2[CH:32]=[CH:31][CH:30]=[C:29]([C:34](O)=[O:35])[C:28]=2[CH2:27][CH2:26][CH2:25]1.